From a dataset of Full USPTO retrosynthesis dataset with 1.9M reactions from patents (1976-2016). Predict the reactants needed to synthesize the given product. (1) Given the product [CH3:1][O:2][C:3]([C:5]1[S:9][C:8]([N:10]2[CH2:11][CH2:12][N:13]([S:25]([C:22]3[CH:21]=[CH:20][C:19]([N+:16]([O-:18])=[O:17])=[CH:24][CH:23]=3)(=[O:26])=[O:27])[CH2:14][CH2:15]2)=[N:7][CH:6]=1)=[O:4], predict the reactants needed to synthesize it. The reactants are: [CH3:1][O:2][C:3]([C:5]1[S:9][C:8]([N:10]2[CH2:15][CH2:14][NH:13][CH2:12][CH2:11]2)=[N:7][CH:6]=1)=[O:4].[N+:16]([C:19]1[CH:24]=[CH:23][C:22]([S:25](Cl)(=[O:27])=[O:26])=[CH:21][CH:20]=1)([O-:18])=[O:17].C(N(CC)CC)C.O. (2) Given the product [N:19]1[CH:24]=[CH:23][CH:22]=[C:21]([C:25]2[N:27]3[C:28]([CH2:29][CH2:30][CH2:31][CH2:32]3)=[C:33]([C:12]#[N:14])[CH:1]=2)[CH:20]=1, predict the reactants needed to synthesize it. The reactants are: [C:1]1(C)C=CC(S(Cl)(=O)=O)=CC=1.[CH2:12]([N:14](CC)CC)C.[N:19]1[CH:24]=[CH:23][CH:22]=[C:21]([C:25]([N:27]2[CH2:32][CH2:31][CH2:30][CH2:29][CH:28]2[C:33]([O-])=O)=O)[CH:20]=1.[Na+]. (3) Given the product [N:25]([CH2:11][C:10]1[CH:2]=[C:3]([CH:7]=[C:8]([C:13](=[O:23])[N:14]([CH3:22])[CH2:15][C:16]2[S:17][CH:18]=[C:19]([CH3:21])[N:20]=2)[CH:9]=1)[C:4]([O:6][CH3:29])=[O:5])=[N+:26]=[N-:27], predict the reactants needed to synthesize it. The reactants are: C[C:2]1[C:10]([CH2:11]Cl)=[CH:9][C:8]([C:13](=[O:23])[N:14]([CH3:22])[CH2:15][C:16]2[S:17][CH:18]=[C:19]([CH3:21])[N:20]=2)=[CH:7][C:3]=1[C:4]([O-:6])=[O:5].[Cl-].[N-:25]=[N+:26]=[N-:27].[Na+].[CH3:29]C(C)=O.